From a dataset of Full USPTO retrosynthesis dataset with 1.9M reactions from patents (1976-2016). Predict the reactants needed to synthesize the given product. (1) The reactants are: [OH:1][C@@:2]1([C:9]#[C:10][C:11]2[CH:12]=[C:13]([C:17]3[N:22]=[C:21]([C:23]([O:25]CC)=O)[CH:20]=[C:19]([C:28]4[CH:29]=[N:30][C:31]([CH3:34])=[CH:32][CH:33]=4)[CH:18]=3)[CH:14]=[CH:15][CH:16]=2)[CH2:6][CH2:5][N:4]([CH3:7])[C:3]1=[O:8].[NH3:35]. Given the product [OH:1][C@@:2]1([C:9]#[C:10][C:11]2[CH:12]=[C:13]([C:17]3[N:22]=[C:21]([C:23]([NH2:35])=[O:25])[CH:20]=[C:19]([C:28]4[CH:29]=[N:30][C:31]([CH3:34])=[CH:32][CH:33]=4)[CH:18]=3)[CH:14]=[CH:15][CH:16]=2)[CH2:6][CH2:5][N:4]([CH3:7])[C:3]1=[O:8], predict the reactants needed to synthesize it. (2) Given the product [Cl-:27].[CH3:1][C:2]1[CH:3]=[N:4][C:5]([NH:8][CH2:9][CH:10]2[CH2:15][CH2:14][N:13]([C:16]([C@@H:18]3[CH2:20][C@H:19]3[C:21]3[CH:22]=[CH:23][CH:24]=[CH:25][CH:26]=3)=[O:17])[CH2:12][CH2:11]2)=[NH+:6][CH:7]=1, predict the reactants needed to synthesize it. The reactants are: [CH3:1][C:2]1[CH:3]=[N:4][C:5]([NH:8][CH2:9][CH:10]2[CH2:15][CH2:14][N:13]([C:16]([C@@H:18]3[CH2:20][C@H:19]3[C:21]3[CH:26]=[CH:25][CH:24]=[CH:23][CH:22]=3)=[O:17])[CH2:12][CH2:11]2)=[N:6][CH:7]=1.[ClH:27].CCOCC. (3) Given the product [Cl:1][C:2]1[CH:3]=[CH:4][C:5]2[O:10][CH2:9][CH2:8][N:7]([C:16]([C:15]3[CH:19]=[C:20]([Cl:23])[C:21]([OH:22])=[C:13]([Cl:12])[CH:14]=3)=[O:17])[C:6]=2[CH:11]=1, predict the reactants needed to synthesize it. The reactants are: [Cl:1][C:2]1[CH:3]=[CH:4][C:5]2[O:10][CH2:9][CH2:8][NH:7][C:6]=2[CH:11]=1.[Cl:12][C:13]1[CH:14]=[C:15]([CH:19]=[C:20]([Cl:23])[C:21]=1[OH:22])[C:16](Cl)=[O:17].